Dataset: Forward reaction prediction with 1.9M reactions from USPTO patents (1976-2016). Task: Predict the product of the given reaction. (1) Given the reactants [CH2:1]([C:4]1[CH:5]=[C:6]([CH:23]=[C:24]([Cl:26])[CH:25]=1)[CH2:7][O:8][C:9]1[CH:14]=[CH:13][CH:12]=[CH:11][C:10]=1[CH2:15][C:16]([O:18][C:19]([CH3:22])([CH3:21])[CH3:20])=[O:17])[CH:2]=[CH2:3].B1C2CCCC1CCC2.[OH-:36].[Na+].OO, predict the reaction product. The product is: [Cl:26][C:24]1[CH:23]=[C:6]([CH:5]=[C:4]([CH2:1][CH2:2][CH2:3][OH:36])[CH:25]=1)[CH2:7][O:8][C:9]1[CH:14]=[CH:13][CH:12]=[CH:11][C:10]=1[CH2:15][C:16]([O:18][C:19]([CH3:21])([CH3:22])[CH3:20])=[O:17]. (2) Given the reactants C(=O)([O-])[O-].[K+].[K+].[C:7]1(=[O:17])[NH:11][C:10](=[O:12])[C:9]2=[CH:13][CH:14]=[CH:15][CH:16]=[C:8]12.[Br:18][C:19]1[C:20]([CH2:30]Br)=[N:21][C:22]2[C:27]([CH:28]=1)=[CH:26][CH:25]=[CH:24][C:23]=2[F:29], predict the reaction product. The product is: [Br:18][C:19]1[C:20]([CH2:30][N:11]2[C:7](=[O:17])[C:8]3[C:9](=[CH:13][CH:14]=[CH:15][CH:16]=3)[C:10]2=[O:12])=[N:21][C:22]2[C:27]([CH:28]=1)=[CH:26][CH:25]=[CH:24][C:23]=2[F:29].